This data is from Catalyst prediction with 721,799 reactions and 888 catalyst types from USPTO. The task is: Predict which catalyst facilitates the given reaction. Reactant: [CH3:1][C:2]1[CH:7]=[C:6]([CH3:8])[CH:5]=[C:4]([CH3:9])[C:3]=1[S:10](Cl)(=[O:12])=[O:11].[OH:14][NH:15][C:16](=[O:22])[O:17][C:18]([CH3:21])([CH3:20])[CH3:19]. Product: [C:2]1([CH3:1])[CH:7]=[C:6]([CH3:8])[CH:5]=[C:4]([CH3:9])[C:3]=1[S:10]([O:14][NH:15][C:16](=[O:22])[O:17][C:18]([CH3:21])([CH3:20])[CH3:19])(=[O:11])=[O:12]. The catalyst class is: 27.